Task: Regression. Given a peptide amino acid sequence and an MHC pseudo amino acid sequence, predict their binding affinity value. This is MHC class II binding data.. Dataset: Peptide-MHC class II binding affinity with 134,281 pairs from IEDB (1) The peptide sequence is NSYIAEMETESWIVD. The MHC is DRB1_1301 with pseudo-sequence DRB1_1301. The binding affinity (normalized) is 0. (2) The peptide sequence is LVGPTPANIIGRNLLTQIGC. The MHC is DRB1_1501 with pseudo-sequence DRB1_1501. The binding affinity (normalized) is 0.427. (3) The binding affinity (normalized) is 0.410. The MHC is DRB1_0701 with pseudo-sequence DRB1_0701. The peptide sequence is VVDLSKMRAVWVDGK. (4) The peptide sequence is DAPYMVGDVITSGDI. The MHC is DRB1_1101 with pseudo-sequence DRB1_1101. The binding affinity (normalized) is 0.604. (5) The peptide sequence is IIVGRGDSRLTYQWH. The MHC is HLA-DQA10201-DQB10402 with pseudo-sequence HLA-DQA10201-DQB10402. The binding affinity (normalized) is 0. (6) The peptide sequence is VFHTLWHTTKGAALM. The MHC is DRB1_0405 with pseudo-sequence DRB1_0405. The binding affinity (normalized) is 0. (7) The peptide sequence is AVATAGTTVYGAFAA. The MHC is HLA-DQA10401-DQB10402 with pseudo-sequence HLA-DQA10401-DQB10402. The binding affinity (normalized) is 0.479.